Dataset: Blood-brain barrier permeability classification from the B3DB database. Task: Regression/Classification. Given a drug SMILES string, predict its absorption, distribution, metabolism, or excretion properties. Task type varies by dataset: regression for continuous measurements (e.g., permeability, clearance, half-life) or binary classification for categorical outcomes (e.g., BBB penetration, CYP inhibition). Dataset: b3db_classification. The compound is C[C@]12C[C@@H](O)[C@@]3(F)[C@@H](CCC4=CC(=O)C=C[C@@]43C)[C@@H]1C[C@H](O)[C@]2(O)C(=O)CO. The result is 1 (penetrates BBB).